Predict the product of the given reaction. From a dataset of Forward reaction prediction with 1.9M reactions from USPTO patents (1976-2016). (1) Given the reactants [F:1][C:2]([F:30])([F:29])[C:3]1[CH:8]=[CH:7][C:6]([S:9]([C@@:12]23[CH2:27][CH2:26][C:25](=O)[CH2:24][C@H:13]2[CH2:14][O:15][C:16]2[C:21]3=[C:20]([F:22])[CH:19]=[CH:18][C:17]=2[F:23])(=[O:11])=[O:10])=[CH:5][CH:4]=1.Cl.[CH3:32][O:33][NH2:34].CCN(CC)CC, predict the reaction product. The product is: [CH3:32][O:33][N:34]=[C:25]1[CH2:24][CH:13]2[CH2:14][O:15][C:16]3[C:21]([C:12]2([S:9]([C:6]2[CH:5]=[CH:4][C:3]([C:2]([F:29])([F:1])[F:30])=[CH:8][CH:7]=2)(=[O:10])=[O:11])[CH2:27][CH2:26]1)=[C:20]([F:22])[CH:19]=[CH:18][C:17]=3[F:23]. (2) Given the reactants C(OC([NH:8][CH2:9][CH2:10][CH2:11][O:12][C:13]1[CH:22]=[CH:21][CH:20]=[C:19]2[C:14]=1[CH:15]=[CH:16][N:17]=[C:18]2[Cl:23])=O)(C)(C)C.C(P(C(C)(C)C)C1C=CC=CC=1C1C=CC=CC=1)(C)(C)C.COC1C=CC(C[NH2:52])=CC=1.CC(C)([O-])C.[Na+], predict the reaction product. The product is: [ClH:23].[NH2:52][C:18]1[C:19]2[C:14](=[C:13]([O:12][CH2:11][CH2:10][CH2:9][NH2:8])[CH:22]=[CH:21][CH:20]=2)[CH:15]=[CH:16][N:17]=1. (3) The product is: [CH3:29][N:30]1[C:34]([CH3:35])=[CH:33][C:32]([CH:36]=[C:2]([CH3:4])[CH3:3])=[N:31]1. Given the reactants [I-].[CH:2]([P+](C1C=CC=CC=1)(C1C=CC=CC=1)C1C=CC=CC=1)([CH3:4])[CH3:3].C([Li])CCC.[CH3:29][N:30]1[C:34]([CH3:35])=[CH:33][C:32]([CH:36]=O)=[N:31]1.[Cl-].[NH4+], predict the reaction product. (4) Given the reactants [NH2:1][C:2]1[CH:3]=[C:4]([CH3:10])[C:5](=[O:9])[N:6]([CH3:8])[CH:7]=1.[Cl:11][C:12]1[CH:19]=[CH:18][C:15]([CH:16]=O)=[CH:14][CH:13]=1.CC(O)=O, predict the reaction product. The product is: [Cl:11][C:12]1[CH:19]=[CH:18][C:15](/[CH:16]=[N:1]/[C:2]2[CH:3]=[C:4]([CH3:10])[C:5](=[O:9])[N:6]([CH3:8])[CH:7]=2)=[CH:14][CH:13]=1. (5) Given the reactants [CH3:1][O:2][CH2:3][CH2:4][CH2:5][O:6][C:7]1[CH:8]=[C:9]2[C:13](=[C:14]([N:16]([CH3:26])[S:17]([C:20]3[CH:25]=[CH:24][CH:23]=[CH:22][N:21]=3)(=[O:19])=[O:18])[CH:15]=1)[NH:12][C:11]([C:27]([OH:29])=O)=[CH:10]2.[CH2:30]([S:37][CH:38]([CH2:41][N:42]1[CH2:47][CH2:46][S:45][CH2:44][CH2:43]1)[CH2:39][NH2:40])[C:31]1[CH:36]=[CH:35][CH:34]=[CH:33][CH:32]=1.N1(O)C2C=CC=CC=2N=N1.Cl.CN(C)CCCN=C=NCC, predict the reaction product. The product is: [CH2:30]([S:37][CH:38]([CH2:41][N:42]1[CH2:43][CH2:44][S:45][CH2:46][CH2:47]1)[CH2:39][NH:40][C:27]([C:11]1[NH:12][C:13]2[C:9]([CH:10]=1)=[CH:8][C:7]([O:6][CH2:5][CH2:4][CH2:3][O:2][CH3:1])=[CH:15][C:14]=2[N:16]([CH3:26])[S:17]([C:20]1[CH:25]=[CH:24][CH:23]=[CH:22][N:21]=1)(=[O:18])=[O:19])=[O:29])[C:31]1[CH:36]=[CH:35][CH:34]=[CH:33][CH:32]=1. (6) Given the reactants [CH3:1][O:2][C:3]1[CH:4]=[C:5]([CH2:20][C:21]([OH:23])=O)[CH:6]=[CH:7][C:8]=1[NH:9][C:10]([NH:12][C:13]1[CH:18]=[CH:17][CH:16]=[CH:15][C:14]=1[CH3:19])=[O:11].[CH3:24][NH:25][CH2:26][CH2:27][CH2:28][C:29]1[CH:39]=[CH:38][C:32]([C:33]([O:35][CH2:36][CH3:37])=[O:34])=[CH:31][CH:30]=1.CCN=C=NCCCN(C)C.Cl.C1C=CC2N(O)N=NC=2C=1, predict the reaction product. The product is: [CH3:1][O:2][C:3]1[CH:4]=[C:5]([CH2:20][C:21]([N:25]([CH2:26][CH2:27][CH2:28][C:29]2[CH:30]=[CH:31][C:32]([C:33]([O:35][CH2:36][CH3:37])=[O:34])=[CH:38][CH:39]=2)[CH3:24])=[O:23])[CH:6]=[CH:7][C:8]=1[NH:9][C:10]([NH:12][C:13]1[CH:18]=[CH:17][CH:16]=[CH:15][C:14]=1[CH3:19])=[O:11].